The task is: Predict which catalyst facilitates the given reaction.. This data is from Catalyst prediction with 721,799 reactions and 888 catalyst types from USPTO. (1) Reactant: [Br:1][C:2]1[C:10]([F:11])=[CH:9][C:5]([C:6]([OH:8])=[O:7])=[C:4]([Cl:12])[CH:3]=1.S(Cl)(Cl)=O.[C:17](=O)(O)[O-].[Na+]. Product: [Br:1][C:2]1[C:10]([F:11])=[CH:9][C:5]([C:6]([O:8][CH3:17])=[O:7])=[C:4]([Cl:12])[CH:3]=1. The catalyst class is: 5. (2) Reactant: [CH3:1][C:2]([CH3:24])([CH3:23])[CH2:3][N:4]1[C:12]2[C:7](=[N:8][C:9]([C:13]3[CH2:14][CH:15]4[CH2:19][NH:18][CH2:17][CH:16]4[CH:20]=3)=[CH:10][CH:11]=2)[N:6]([CH3:21])[C:5]1=[O:22].CCN(C(C)C)C(C)C.[CH3:34][S:35](Cl)(=[O:37])=[O:36]. Product: [CH3:1][C:2]([CH3:24])([CH3:23])[CH2:3][N:4]1[C:12]2[C:7](=[N:8][C:9]([CH:13]3[CH2:14][CH:15]4[CH2:19][N:18]([S:35]([CH3:34])(=[O:37])=[O:36])[CH2:17][CH:16]4[CH2:20]3)=[CH:10][CH:11]=2)[N:6]([CH3:21])[C:5]1=[O:22]. The catalyst class is: 2. (3) Reactant: [F:1][C:2]1[CH:3]=[C:4]([CH:45]=[C:46]([F:48])[CH:47]=1)[CH2:5][N:6]([CH2:29][C:30](=[O:44])[C:31]1[CH:35]=[CH:34][N:33](COCC[Si](C)(C)C)[N:32]=1)[C:7]([C:9]1[CH:10]=[N:11][N:12]([C@H:18]2[CH2:23][CH2:22][C@H:21]([C:24]([O:26]CC)=[O:25])[CH2:20][CH2:19]2)[C:13]=1[C:14]([F:17])([F:16])[F:15])=[O:8].Cl. Product: [F:48][C:46]1[CH:45]=[C:4]([CH:3]=[C:2]([F:1])[CH:47]=1)[CH2:5][N:6]([CH2:29][C:30](=[O:44])[C:31]1[CH:35]=[CH:34][NH:33][N:32]=1)[C:7]([C:9]1[CH:10]=[N:11][N:12]([C@H:18]2[CH2:23][CH2:22][C@H:21]([C:24]([OH:26])=[O:25])[CH2:20][CH2:19]2)[C:13]=1[C:14]([F:15])([F:16])[F:17])=[O:8]. The catalyst class is: 12. (4) Reactant: FC(F)(F)C([N:5]1[CH2:11][CH:10]([CH3:12])[C:9]2[CH:13]=[C:14]([Cl:19])[C:15]([O:17][CH3:18])=[CH:16][C:8]=2[CH2:7][CH2:6]1)=O.[OH-].[Na+]. Product: [Cl:19][C:14]1[C:15]([O:17][CH3:18])=[CH:16][C:8]2[CH2:7][CH2:6][NH:5][CH2:11][CH:10]([CH3:12])[C:9]=2[CH:13]=1. The catalyst class is: 24. (5) Reactant: [C:1]([CH:5]1[CH2:10][NH:9][CH2:8][CH2:7][NH:6]1)([O:3][CH3:4])=[O:2].Cl[C:12]([O:14][CH2:15][C:16]1[CH:21]=[CH:20][CH:19]=[CH:18][CH:17]=1)=[O:13]. Product: [CH2:15]([O:14][C:12]([N:9]1[CH2:8][CH2:7][NH:6][CH:5]([C:1]([O:3][CH3:4])=[O:2])[CH2:10]1)=[O:13])[C:16]1[CH:21]=[CH:20][CH:19]=[CH:18][CH:17]=1. The catalyst class is: 250. (6) Reactant: Br[C:2]1[CH:7]=[CH:6][C:5]([N:8]2[C:20]3[CH:19]=[CH:18][C:17]([C:21]4[CH:22]=[CH:23][C:24]5[N:25]([C:34]6[CH:39]=[CH:38][CH:37]=[CH:36][CH:35]=6)[C:26]6[C:31]([C:32]=5[CH:33]=4)=[CH:30][CH:29]=[CH:28][CH:27]=6)=[CH:16][C:15]=3[C:14]3[C:9]2=[CH:10][CH:11]=[CH:12][CH:13]=3)=[CH:4][CH:3]=1.[C:40]1([CH3:46])[CH:45]=[CH:44][CH:43]=[CH:42][CH:41]=1.C(=O)([O-])[O-].[K+].[K+]. Product: [C:34]1([N:25]2[C:24]3[CH:23]=[CH:22][C:21]([C:17]4[CH:18]=[CH:19][C:20]5[N:8]([C:5]6[CH:6]=[CH:7][C:2]([C:12]7[CH:11]=[CH:10][C:9]8[N:8]([C:5]9[CH:6]=[CH:7][CH:2]=[CH:3][CH:4]=9)[C:45]9[C:40]([C:46]=8[CH:13]=7)=[CH:41][CH:42]=[CH:43][CH:44]=9)=[CH:3][CH:4]=6)[C:9]6[C:14]([C:15]=5[CH:16]=4)=[CH:13][CH:12]=[CH:11][CH:10]=6)=[CH:33][C:32]=3[C:31]3[C:26]2=[CH:27][CH:28]=[CH:29][CH:30]=3)[CH:39]=[CH:38][CH:37]=[CH:36][CH:35]=1. The catalyst class is: 461. (7) Reactant: Cl[CH2:2][C:3](=[O:5])[CH3:4].C([O-])(O)=O.[Na+].[CH3:11][C:12]1[CH:17]=[CH:16][C:15]([SH:18])=[CH:14][CH:13]=1.O. Product: [C:12]1([CH3:11])[CH:17]=[CH:16][C:15]([S:18][CH2:2][C:3](=[O:5])[CH3:4])=[CH:14][CH:13]=1. The catalyst class is: 3.